The task is: Predict the reactants needed to synthesize the given product.. This data is from Full USPTO retrosynthesis dataset with 1.9M reactions from patents (1976-2016). (1) Given the product [CH3:19][C:20]1[CH:21]=[C:22]([NH:27][C:28](=[S:29])[NH:1][C:2]2[CH:3]=[C:4]([CH:14]=[CH:15][C:16]=2[O:17][CH3:18])[C:5]([NH:7][C:8]2[CH:13]=[CH:12][CH:11]=[CH:10][CH:9]=2)=[O:6])[CH:23]=[C:24]([CH3:26])[CH:25]=1, predict the reactants needed to synthesize it. The reactants are: [NH2:1][C:2]1[CH:3]=[C:4]([CH:14]=[CH:15][C:16]=1[O:17][CH3:18])[C:5]([NH:7][C:8]1[CH:13]=[CH:12][CH:11]=[CH:10][CH:9]=1)=[O:6].[CH3:19][C:20]1[CH:21]=[C:22]([N:27]=[C:28]=[S:29])[CH:23]=[C:24]([CH3:26])[CH:25]=1. (2) Given the product [C:43]([OH:50])(=[O:49])/[CH:44]=[CH:45]\[C:46]([OH:48])=[O:47].[Cl:1][C:2]1[CH:3]=[C:4]([NH:16][C:17]2[C:26]3[C:21](=[CH:22][C:23]([O:38][CH2:39][CH3:40])=[C:24]([NH:27][C:28](=[O:37])/[CH:29]=[CH:30]/[C@H:31]4[CH2:35][CH2:34][CH2:33][N:32]4[CH3:36])[CH:25]=3)[N:20]=[CH:19][C:18]=2[C:41]#[N:42])[CH:5]=[CH:6][C:7]=1[O:8][CH2:9][C:10]1[CH:15]=[CH:14][CH:13]=[CH:12][N:11]=1, predict the reactants needed to synthesize it. The reactants are: [Cl:1][C:2]1[CH:3]=[C:4]([NH:16][C:17]2[C:26]3[C:21](=[CH:22][C:23]([O:38][CH2:39][CH3:40])=[C:24]([NH:27][C:28](=[O:37])/[CH:29]=[CH:30]/[C@H:31]4[CH2:35][CH2:34][CH2:33][N:32]4[CH3:36])[CH:25]=3)[N:20]=[CH:19][C:18]=2[C:41]#[N:42])[CH:5]=[CH:6][C:7]=1[O:8][CH2:9][C:10]1[CH:15]=[CH:14][CH:13]=[CH:12][N:11]=1.[C:43]([OH:50])(=[O:49])/[CH:44]=[CH:45]\[C:46]([OH:48])=[O:47]. (3) Given the product [CH3:20][O:21][C:22]1[CH:23]=[C:24]([C:25](=[O:26])[C:14]([CH3:19])([CH3:13])[C:15]([O:17][CH3:18])=[O:16])[CH:28]=[CH:29][C:30]=1[O:31][CH3:32], predict the reactants needed to synthesize it. The reactants are: C(NC(C)C)(C)C.[Li]CCCC.[CH3:13][CH:14]([CH3:19])[C:15]([O:17][CH3:18])=[O:16].[CH3:20][O:21][C:22]1[CH:23]=[C:24]([CH:28]=[CH:29][C:30]=1[O:31][CH3:32])[C:25](Cl)=[O:26]. (4) Given the product [Cl:14][C:15]1[CH:22]=[CH:21][C:20]([C:23]([F:24])([F:25])[F:26])=[CH:19][C:16]=1[CH2:17][N:4]1[CH2:5][CH2:6][N:1]([C:7]2[N:12]=[CH:11][NH:10][C:9](=[O:13])[CH:8]=2)[CH2:2][CH2:3]1, predict the reactants needed to synthesize it. The reactants are: [N:1]1([C:7]2[N:12]=[CH:11][NH:10][C:9](=[O:13])[CH:8]=2)[CH2:6][CH2:5][NH:4][CH2:3][CH2:2]1.[Cl:14][C:15]1[CH:22]=[CH:21][C:20]([C:23]([F:26])([F:25])[F:24])=[CH:19][C:16]=1[CH:17]=O. (5) The reactants are: [OH-].[Li+].[OH:3][CH2:4][C:5]([N:7]1[CH2:12][CH2:11][CH:10]([C@H:13]([NH:15][C:16]2[N:21]=[C:20]([C:22]3[C:30]4[C:25](=[N:26][CH:27]=[C:28]([C:31]([F:34])([F:33])[F:32])[CH:29]=4)[N:24](S(C4C=CC(C)=CC=4)(=O)=O)[CH:23]=3)[C:19]([C:45]#[N:46])=[CH:18][N:17]=2)[CH3:14])[CH2:9][CH2:8]1)=[O:6]. Given the product [OH:3][CH2:4][C:5]([N:7]1[CH2:12][CH2:11][CH:10]([C@H:13]([NH:15][C:16]2[N:21]=[C:20]([C:22]3[C:30]4[C:25](=[N:26][CH:27]=[C:28]([C:31]([F:33])([F:34])[F:32])[CH:29]=4)[NH:24][CH:23]=3)[C:19]([C:45]#[N:46])=[CH:18][N:17]=2)[CH3:14])[CH2:9][CH2:8]1)=[O:6], predict the reactants needed to synthesize it. (6) Given the product [CH2:32]([O:27][CH2:26][C:22]1[N:21]=[C:20]([NH:19][C:17]2[S:18][C:14]([C:5]3[CH:6]=[CH:7][C:8]([C:10]([OH:13])([CH3:11])[CH3:12])=[CH:9][C:4]=3[F:3])=[CH:15][C:16]=2[C:28]([NH2:30])=[O:29])[CH:25]=[CH:24][CH:23]=1)[CH3:33], predict the reactants needed to synthesize it. The reactants are: [H-].[Na+].[F:3][C:4]1[CH:9]=[C:8]([C:10]([OH:13])([CH3:12])[CH3:11])[CH:7]=[CH:6][C:5]=1[C:14]1[S:18][C:17]([NH:19][C:20]2[CH:25]=[CH:24][CH:23]=[C:22]([CH2:26][OH:27])[N:21]=2)=[C:16]([C:28]([NH2:30])=[O:29])[CH:15]=1.I[CH2:32][CH3:33]. (7) Given the product [NH2:9][C:3]1[N:4]=[CH:5][N:6]=[C:7]([O:17][C:15]2[CH:16]=[C:11]([NH:10][C:41](=[O:44])[CH:42]=[CH2:43])[CH:12]=[CH:13][C:14]=2[F:18])[C:2]=1[C:29]1[CH:28]=[N:27][C:26]([O:19][C:20]2[CH:25]=[CH:24][CH:23]=[CH:22][CH:21]=2)=[CH:31][CH:30]=1, predict the reactants needed to synthesize it. The reactants are: Cl[C:2]1[C:3]([NH2:9])=[N:4][CH:5]=[N:6][C:7]=1Cl.[NH2:10][C:11]1[CH:12]=[CH:13][C:14]([F:18])=[C:15]([OH:17])[CH:16]=1.[O:19]([C:26]1[CH:31]=[CH:30][C:29](B2OC(C)(C)C(C)(C)O2)=[CH:28][N:27]=1)[C:20]1[CH:25]=[CH:24][CH:23]=[CH:22][CH:21]=1.[C:41](Cl)(=[O:44])[CH:42]=[CH2:43].